Dataset: Forward reaction prediction with 1.9M reactions from USPTO patents (1976-2016). Task: Predict the product of the given reaction. (1) Given the reactants [CH3:1][O:2][C:3]1[CH:16]=[C:15](B2OC(C)(C)C(C)(C)O2)[CH:14]=[CH:13][C:4]=1[O:5][CH2:6][CH2:7][N:8]1[CH2:12][CH2:11][CH2:10][CH2:9]1.C(=O)([O-])[O-].[K+].[K+].[Br:32][C:33]1[C:34]([NH2:40])=[N:35][CH:36]=[C:37](I)[CH:38]=1.C(=O)(O)[O-].[Na+], predict the reaction product. The product is: [Br:32][C:33]1[C:34]([NH2:40])=[N:35][CH:36]=[C:37]([C:15]2[CH:14]=[CH:13][C:4]([O:5][CH2:6][CH2:7][N:8]3[CH2:9][CH2:10][CH2:11][CH2:12]3)=[C:3]([O:2][CH3:1])[CH:16]=2)[CH:38]=1. (2) Given the reactants Br[C:2]1[CH:7]=[C:6]([O:8][CH3:9])[C:5]([C:10]2[C:11](=[O:20])[CH:12]([CH2:17][C:18]#[CH:19])[CH2:13][C:14]=2[O:15][CH3:16])=[C:4]([Cl:21])[CH:3]=1.[C:22](O)(=O)[C:23]#[C:24]C.C1(P(C2C=CC=CC=2)CCCCP(C2C=CC=CC=2)C2C=CC=CC=2)C=CC=CC=1.[F-].C([N+](CCCC)(CCCC)CCCC)CCC.O1CCCC1, predict the reaction product. The product is: [Cl:21][C:4]1[CH:3]=[C:2]([C:22]#[C:23][CH3:24])[CH:7]=[C:6]([O:8][CH3:9])[C:5]=1[C:10]1[C:11](=[O:20])[CH:12]([CH2:17][C:18]#[CH:19])[CH2:13][C:14]=1[O:15][CH3:16].